This data is from Forward reaction prediction with 1.9M reactions from USPTO patents (1976-2016). The task is: Predict the product of the given reaction. (1) The product is: [Br:15][CH2:16][CH2:17][CH2:18][CH2:19][CH2:20][CH2:21][N:37]1[C:1](=[O:12])[C:2]2[C:3](=[CH:7][CH:8]=[CH:9][CH:10]=2)[C:4]1=[O:6]. Given the reactants [C:1]([O-:12])(=O)[C:2]1[C:3](=[CH:7][CH:8]=[CH:9][CH:10]=1)[C:4]([O-:6])=O.[K+].[K+].[Br:15][CH2:16][CH2:17][CH2:18][CH2:19][CH2:20][CH2:21]Br.C(O)(=O)CC(CC(O)=O)(C(O)=O)O.C[N:37](C)C=O, predict the reaction product. (2) Given the reactants [CH2:1]([O:3][C:4](=[O:12])[C:5]1[CH:10]=[CH:9][CH:8]=[CH:7][C:6]=1F)[CH3:2].[NH:13]1[CH:17]=[CH:16][N:15]=[C:14]1[CH2:18][N:19]([CH3:21])[CH3:20].C(=O)([O-])[O-].[Cs+].[Cs+], predict the reaction product. The product is: [CH2:1]([O:3][C:4](=[O:12])[C:5]1[CH:10]=[CH:9][CH:8]=[CH:7][C:6]=1[N:13]1[CH:17]=[CH:16][N:15]=[C:14]1[CH2:18][N:19]([CH3:21])[CH3:20])[CH3:2].